From a dataset of Forward reaction prediction with 1.9M reactions from USPTO patents (1976-2016). Predict the product of the given reaction. Given the reactants [CH2:1]([NH:3][C:4]([NH:6][C:7]1[CH:12]=[C:11]([CH3:13])[C:10]([O:14][C:15]2[C:24]3[C:19](=[CH:20][C:21]([OH:27])=[C:22]([O:25][CH3:26])[CH:23]=3)[N:18]=[CH:17][CH:16]=2)=[CH:9][C:8]=1[CH3:28])=[O:5])[CH3:2].C(=O)([O-])[O-].[K+].[K+].[Br:35][CH2:36][CH2:37]Br.O, predict the reaction product. The product is: [Br:35][CH2:36][CH2:37][O:27][C:21]1[CH:20]=[C:19]2[C:24]([C:15]([O:14][C:10]3[C:11]([CH3:13])=[CH:12][C:7]([NH:6][C:4]([NH:3][CH2:1][CH3:2])=[O:5])=[C:8]([CH3:28])[CH:9]=3)=[CH:16][CH:17]=[N:18]2)=[CH:23][C:22]=1[O:25][CH3:26].